From a dataset of Forward reaction prediction with 1.9M reactions from USPTO patents (1976-2016). Predict the product of the given reaction. (1) Given the reactants C=O.[O:3]1[C:7]2[CH:8]=[CH:9][CH:10]=[CH:11][C:6]=2[N:5]=[C:4]1[C:12]1[C:13]([NH2:29])=[N:14][CH:15]=[C:16]([C:18]2[CH:19]=[N:20][N:21]([CH:23]3[CH2:28][CH2:27][NH:26][CH2:25][CH2:24]3)[CH:22]=2)[N:17]=1.[C:30](O[BH-](OC(=O)C)OC(=O)C)(=O)C.[Na+].N, predict the reaction product. The product is: [O:3]1[C:7]2[CH:8]=[CH:9][CH:10]=[CH:11][C:6]=2[N:5]=[C:4]1[C:12]1[C:13]([NH2:29])=[N:14][CH:15]=[C:16]([C:18]2[CH:19]=[N:20][N:21]([CH:23]3[CH2:24][CH2:25][N:26]([CH3:30])[CH2:27][CH2:28]3)[CH:22]=2)[N:17]=1. (2) Given the reactants [NH2:1][C:2]1[N:7]=[C:6](O)[C:5]([CH2:9][CH2:10][C:11]#[N:12])=[C:4]([CH3:13])[N:3]=1.P(Cl)(Cl)([Cl:16])=O, predict the reaction product. The product is: [NH2:1][C:2]1[N:7]=[C:6]([Cl:16])[C:5]([CH2:9][CH2:10][C:11]#[N:12])=[C:4]([CH3:13])[N:3]=1. (3) The product is: [CH3:21][O:22][C:23]1[CH:28]=[C:27]([C:2]2[N:3]=[C:4]([O:12][C@@H:13]([C@@H:15]3[CH2:16][C:17](=[O:20])[NH:18][CH2:19]3)[CH3:14])[C:5]3[N:6]([N:8]=[CH:9][C:10]=3[CH3:11])[CH:7]=2)[CH:26]=[CH:25][C:24]=1[N:38]1[CH2:39][CH2:40][N:41]([C:44]([O:46][C:47]([CH3:50])([CH3:49])[CH3:48])=[O:45])[CH2:42][CH2:43]1. Given the reactants Cl[C:2]1[N:3]=[C:4]([O:12][C@@H:13]([C@H:15]2[CH2:19][NH:18][C:17](=[O:20])[CH2:16]2)[CH3:14])[C:5]2[N:6]([N:8]=[CH:9][C:10]=2[CH3:11])[CH:7]=1.[CH3:21][O:22][C:23]1[CH:28]=[C:27](B2OC(C)(C)C(C)(C)O2)[CH:26]=[CH:25][C:24]=1[N:38]1[CH2:43][CH2:42][N:41]([C:44]([O:46][C:47]([CH3:50])([CH3:49])[CH3:48])=[O:45])[CH2:40][CH2:39]1.N1(C([O-])=O)CCNCC1, predict the reaction product.